Dataset: Full USPTO retrosynthesis dataset with 1.9M reactions from patents (1976-2016). Task: Predict the reactants needed to synthesize the given product. (1) The reactants are: [C:1]([CH:5]1[CH2:10][CH2:9][CH:8]([N:11]([CH2:24][C:25]2[CH:33]=[CH:32][C:28]([C:29]([OH:31])=O)=[CH:27][CH:26]=2)[C:12]2[N:16]([CH2:17][CH2:18][OH:19])[C:15]3[CH:20]=[CH:21][CH:22]=[CH:23][C:14]=3[N:13]=2)[CH2:7][CH2:6]1)([CH3:4])([CH3:3])[CH3:2].O.[NH:35]1[C:39]([NH2:40])=[N:38][N:37]=[N:36]1.C1C=CC2N(O)N=NC=2C=1.C(Cl)CCl.CCN(C(C)C)C(C)C. Given the product [C:1]([CH:5]1[CH2:6][CH2:7][CH:8]([N:11]([CH2:24][C:25]2[CH:26]=[CH:27][C:28]([C:29]([NH:40][C:39]3[NH:38][N:37]=[N:36][N:35]=3)=[O:31])=[CH:32][CH:33]=2)[C:12]2[N:16]([CH2:17][CH2:18][OH:19])[C:15]3[CH:20]=[CH:21][CH:22]=[CH:23][C:14]=3[N:13]=2)[CH2:9][CH2:10]1)([CH3:3])([CH3:4])[CH3:2], predict the reactants needed to synthesize it. (2) Given the product [F:20][C:21]1[CH:22]=[C:23]([C:27]2[O:31][C:30]([CH3:32])=[N:29][C:28]=2[C:33]([N:3]2[CH2:4][C@H:5]3[C@H:1]([CH2:6]3)[C@H:2]2[CH2:7][NH:8][C:9]([C:11]2[N:18]3[C:14]([S:15][CH:16]=[CH:17]3)=[N:13][C:12]=2[CH3:19])=[O:10])=[O:34])[CH:24]=[CH:25][CH:26]=1, predict the reactants needed to synthesize it. The reactants are: [C@H:1]12[CH2:6][C@H:5]1[CH2:4][NH:3][C@@H:2]2[CH2:7][NH:8][C:9]([C:11]1[N:18]2[C:14]([S:15][CH:16]=[CH:17]2)=[N:13][C:12]=1[CH3:19])=[O:10].[F:20][C:21]1[CH:22]=[C:23]([C:27]2[O:31][C:30]([CH3:32])=[N:29][C:28]=2[C:33](O)=[O:34])[CH:24]=[CH:25][CH:26]=1. (3) Given the product [F:23][C:13]1[C:12]([CH2:11][C:8]2[N:6]3[N:7]=[C:2]([N:32]4[CH2:33][CH2:34][N:29]([C:26](=[O:28])[CH3:27])[CH2:30][CH2:31]4)[CH:3]=[CH:4][C:5]3=[N:10][CH:9]=2)=[C:20]([F:21])[CH:19]=[C:18]2[C:14]=1[CH:15]=[N:16][N:17]2[CH3:22], predict the reactants needed to synthesize it. The reactants are: Cl[C:2]1[CH:3]=[CH:4][C:5]2[N:6]([C:8]([CH2:11][C:12]3[C:13]([F:23])=[C:14]4[C:18](=[CH:19][C:20]=3[F:21])[N:17]([CH3:22])[N:16]=[CH:15]4)=[CH:9][N:10]=2)[N:7]=1.[F-].[K+].[C:26]([N:29]1[CH2:34][CH2:33][NH:32][CH2:31][CH2:30]1)(=[O:28])[CH3:27]. (4) Given the product [Cl:12][C:8]1[CH:7]=[C:6]2[C:11]([C:2]([C:13]3[CH:18]=[CH:17][CH:16]=[CH:15][CH:14]=3)=[CH:3][CH:4]=[N:5]2)=[CH:10][CH:9]=1, predict the reactants needed to synthesize it. The reactants are: Cl[C:2]1[C:11]2[C:6](=[CH:7][C:8]([Cl:12])=[CH:9][CH:10]=2)[N:5]=[CH:4][CH:3]=1.[C:13]1(B(O)O)[CH:18]=[CH:17][CH:16]=[CH:15][CH:14]=1.[F-].[Cs+]. (5) Given the product [F:1][C:2]1[CH:7]=[CH:6][CH:5]=[CH:4][C:3]=1[N:8]1[C:12]([CH2:13][O:14][CH3:15])=[C:11]([C:16]2[O:18][N:31]=[C:29]([C:26]3[CH:25]=[CH:24][C:23]([S:20]([NH2:19])(=[O:21])=[O:22])=[CH:28][CH:27]=3)[N:30]=2)[N:10]=[N:9]1, predict the reactants needed to synthesize it. The reactants are: [F:1][C:2]1[CH:7]=[CH:6][CH:5]=[CH:4][C:3]=1[N:8]1[C:12]([CH2:13][O:14][CH3:15])=[C:11]([C:16]([OH:18])=O)[N:10]=[N:9]1.[NH2:19][S:20]([C:23]1[CH:28]=[CH:27][C:26]([C:29](=[N:31]O)[NH2:30])=[CH:25][CH:24]=1)(=[O:22])=[O:21]. (6) Given the product [CH2:7]([O:11][C:12]1[CH:17]=[CH:16][C:15]([C:18]2[C:36]3[C:31](=[CH:32][C:33]([O:39][CH3:40])=[C:34]([O:37][CH3:38])[CH:35]=3)[CH:22]3[CH:21]([CH2:26][CH2:25][CH:24]([O:27][C:28](=[O:30])[CH3:29])[CH2:23]3)[N:20]=2)=[CH:14][CH:13]=1)[CH2:8][CH2:9][CH3:10], predict the reactants needed to synthesize it. The reactants are: P(Cl)(Cl)(Cl)(Cl)Cl.[CH2:7]([O:11][C:12]1[CH:17]=[CH:16][C:15]([C:18]([NH:20][CH:21]2[CH2:26][CH2:25][CH:24]([O:27][C:28](=[O:30])[CH3:29])[CH2:23][CH:22]2[C:31]2[CH:36]=[CH:35][C:34]([O:37][CH3:38])=[C:33]([O:39][CH3:40])[CH:32]=2)=O)=[CH:14][CH:13]=1)[CH2:8][CH2:9][CH3:10].C(N(CC)CC)C.O. (7) The reactants are: [CH2:1]([NH:3][C:4]1[CH:9]=[C:8]([O:10][CH3:11])[CH:7]=[CH:6][C:5]=1[CH:12]1[CH2:21][CH2:20][C:19]2[CH:18]=[C:17]([O:22][C:23](=[O:28])[C:24]([CH3:27])([CH3:26])[CH3:25])[CH:16]=[CH:15][C:14]=2[CH2:13]1)[CH3:2].[CH:29]([C:31]1[CH:36]=[CH:35][C:34]([CH2:37][C:38]([OH:40])=[O:39])=[CH:33][CH:32]=1)=O. Given the product [C:38]([CH2:37][C:34]1[CH:35]=[CH:36][C:31]([CH2:29][CH2:2][CH2:1][NH:3][C:4]2[CH:9]=[C:8]([O:10][CH3:11])[CH:7]=[CH:6][C:5]=2[CH:12]2[CH2:21][CH2:20][C:19]3[CH:18]=[C:17]([O:22][C:23](=[O:28])[C:24]([CH3:27])([CH3:26])[CH3:25])[CH:16]=[CH:15][C:14]=3[CH2:13]2)=[CH:32][CH:33]=1)([OH:40])=[O:39], predict the reactants needed to synthesize it.